Dataset: CYP2C9 substrate classification data from Carbon-Mangels et al.. Task: Regression/Classification. Given a drug SMILES string, predict its absorption, distribution, metabolism, or excretion properties. Task type varies by dataset: regression for continuous measurements (e.g., permeability, clearance, half-life) or binary classification for categorical outcomes (e.g., BBB penetration, CYP inhibition). Dataset: cyp2c9_substrate_carbonmangels. (1) The drug is CCS(=O)(=O)CCn1c([N+](=O)[O-])cnc1C. The result is 0 (non-substrate). (2) The drug is CCN1C(=O)N[C@H](c2ccccc2)C1=O. The result is 0 (non-substrate). (3) The compound is O=C(N[C@H](CO)[C@H](O)c1ccc([N+](=O)[O-])cc1)C(Cl)Cl. The result is 0 (non-substrate). (4) The molecule is Cc1cccc(C)c1NC(=O)CN1CCCC1=O. The result is 0 (non-substrate). (5) The molecule is COC(=O)C1=C(C)NC(C)=C(C(=O)OCCN(C)Cc2ccccc2)[C@H]1c1cccc([N+](=O)[O-])c1. The result is 0 (non-substrate). (6) The compound is O=c1oc2ccccc2c(O)c1Cc1c(O)c2ccccc2oc1=O. The result is 1 (substrate).